From a dataset of Full USPTO retrosynthesis dataset with 1.9M reactions from patents (1976-2016). Predict the reactants needed to synthesize the given product. Given the product [F:13][C:12]1[C:6]2[CH2:5][O:4][CH:3]([CH2:2][NH:21][CH2:20][CH:19]([CH3:22])[CH3:18])[O:8][C:7]=2[CH:9]=[C:10]([S:14]([CH3:17])(=[O:16])=[O:15])[CH:11]=1, predict the reactants needed to synthesize it. The reactants are: Br[CH2:2][CH:3]1[O:8][C:7]2[CH:9]=[C:10]([S:14]([CH3:17])(=[O:16])=[O:15])[CH:11]=[C:12]([F:13])[C:6]=2[CH2:5][O:4]1.[CH3:18][CH:19]([CH3:22])[CH2:20][NH2:21].